From a dataset of Aqueous solubility values for 9,982 compounds from the AqSolDB database. Regression/Classification. Given a drug SMILES string, predict its absorption, distribution, metabolism, or excretion properties. Task type varies by dataset: regression for continuous measurements (e.g., permeability, clearance, half-life) or binary classification for categorical outcomes (e.g., BBB penetration, CYP inhibition). For this dataset (solubility_aqsoldb), we predict Y. (1) The drug is CC(C)COC(=O)c1cc(N)c(Cl)c(N)c1. The Y is -2.74 log mol/L. (2) The drug is COc1c(Cl)cccc1Cl. The Y is -3.10 log mol/L. (3) The compound is CCC(C)(OO)OOC(C)(CC)OO. The Y is -1.51 log mol/L.